The task is: Predict the reaction yield, written as a fraction of the theoretical maximum amount of product (1.0 means a 100% yield; for example, 0.34 means a 34% yield).. This data is from Reaction yield outcomes from USPTO patents with 853,638 reactions. (1) The reactants are Cl[C:2]1[N:3]=[C:4]([N:15]2[CH2:20][CH2:19][O:18][CH2:17][CH2:16]2)[C:5]2[CH2:10][N:9]([C:11]([O:13][CH3:14])=[O:12])[CH2:8][C:6]=2[N:7]=1.[CH:21]1([NH:24][C:25]([NH:27][C:28]2[CH:33]=[CH:32][C:31](B3OC(C)(C)C(C)(C)O3)=[C:30]([F:43])[CH:29]=2)=[O:26])[CH2:23][CH2:22]1.ClCCl.C(=O)([O-])[O-].[Na+].[Na+]. The catalyst is C1C=CC(P(C2C=CC=CC=2)[C-]2C=CC=C2)=CC=1.C1C=CC(P(C2C=CC=CC=2)[C-]2C=CC=C2)=CC=1.Cl[Pd]Cl.[Fe+2].CCO.O.COCCOC. The product is [CH:21]1([NH:24][C:25](=[O:26])[NH:27][C:28]2[CH:33]=[CH:32][C:31]([C:2]3[N:3]=[C:4]([N:15]4[CH2:20][CH2:19][O:18][CH2:17][CH2:16]4)[C:5]4[CH2:10][N:9]([C:11]([O:13][CH3:14])=[O:12])[CH2:8][C:6]=4[N:7]=3)=[C:30]([F:43])[CH:29]=2)[CH2:22][CH2:23]1. The yield is 0.220. (2) The reactants are C[O:2][C:3]([C:5]1[C:10](Cl)=[CH:9][C:8](=[O:12])[N:7]([C:13]2[CH:18]=[CH:17][CH:16]=[CH:15][CH:14]=2)[N:6]=1)=[O:4].[Br:19][C:20]1[CH:26]=[CH:25][C:23]([NH2:24])=[C:22]([F:27])[CH:21]=1.C(=O)([O-])[O-].[Cs+].[Cs+].O. The catalyst is ClC1C=CC=CC=1Cl.CCOC(C)=O. The product is [Br:19][C:20]1[CH:26]=[CH:25][C:23]([NH:24][C:10]2[C:5]([C:3]([OH:2])=[O:4])=[N:6][N:7]([C:13]3[CH:18]=[CH:17][CH:16]=[CH:15][CH:14]=3)[C:8](=[O:12])[CH:9]=2)=[C:22]([F:27])[CH:21]=1. The yield is 0.430. (3) The reactants are [CH3:1][O:2][C:3](=[O:24])/[C:4](/[C:8]1[CH:13]=[CH:12][CH:11]=[CH:10][C:9]=1[CH2:14][O:15][C:16]1[CH:21]=[CH:20][CH:19]=[C:18]([CH:22]=O)[CH:17]=1)=[CH:5]/[O:6][CH3:7].[BH-](OC(C)=O)(OC(C)=O)OC(C)=O.[Na+].[NH:39]1[CH2:44][CH2:43][O:42][CH2:41][CH2:40]1.C(=O)(O)[O-].[Na+]. The catalyst is C(Cl)Cl. The product is [CH3:1][O:2][C:3](=[O:24])/[C:4](/[C:8]1[CH:13]=[CH:12][CH:11]=[CH:10][C:9]=1[CH2:14][O:15][C:16]1[CH:21]=[CH:20][CH:19]=[C:18]([CH2:22][N:39]2[CH2:44][CH2:43][O:42][CH2:41][CH2:40]2)[CH:17]=1)=[CH:5]/[O:6][CH3:7]. The yield is 0.970. (4) The reactants are [CH3:1][S:2]([NH:5][CH2:6][C:7]1[C:15]2[S:14](=[O:17])(=[O:16])[N:13]=[C:12]([CH2:18][C:19]([OH:21])=O)[NH:11][C:10]=2[S:9][CH:8]=1)(=[O:4])=[O:3].F[P-](F)(F)(F)(F)F.N1(OC(N(C)C)=[N+](C)C)C2N=CC=CC=2N=N1.CN1CCOCC1.C([O:55][C:56](=O)[CH:57]([CH2:68][C:69]1[CH:74]=[CH:73][CH:72]=[CH:71][CH:70]=1)[CH2:58][NH:59][CH2:60][C:61]1[CH:66]=[CH:65][C:64]([F:67])=[CH:63][CH:62]=1)C.[O-]CC.[Na+].C(O)C. The catalyst is CN(C)C=O. The product is [CH2:68]([CH:57]1[CH2:58][N:59]([CH2:60][C:61]2[CH:62]=[CH:63][C:64]([F:67])=[CH:65][CH:66]=2)[C:19](=[O:21])[C:18]([C:12]2[NH:11][C:10]3[S:9][CH:8]=[C:7]([CH2:6][NH:5][S:2]([CH3:1])(=[O:3])=[O:4])[C:15]=3[S:14](=[O:16])(=[O:17])[N:13]=2)=[C:56]1[OH:55])[C:69]1[CH:70]=[CH:71][CH:72]=[CH:73][CH:74]=1. The yield is 0.320. (5) The reactants are [C:1]([C:3]1[CH:8]=[C:7]([C:9]2[CH:10]=[N:11][C:12]([C:15]([F:18])([F:17])[F:16])=[CH:13][CH:14]=2)[N:6]=[CH:5][C:4]=1[C:19]([O:21][CH3:22])=[O:20])#[N:2].[ClH:23]. The catalyst is [Pd].CO. The product is [ClH:23].[NH2:2][CH2:1][C:3]1[CH:8]=[C:7]([C:9]2[CH:10]=[N:11][C:12]([C:15]([F:16])([F:17])[F:18])=[CH:13][CH:14]=2)[N:6]=[CH:5][C:4]=1[C:19]([O:21][CH3:22])=[O:20]. The yield is 0.990. (6) The reactants are [C:1]([CH:3]1[CH2:7][CH2:6][CH2:5][CH2:4]1)#[CH:2].C(N(CC)CC)C.Br[C:16]1[CH:37]=[CH:36][C:19]([C:20]([NH:22][S:23]([C:26]2[CH:31]=[CH:30][CH:29]=[CH:28][C:27]=2[S:32](=[O:35])(=[O:34])[NH2:33])(=[O:25])=[O:24])=[O:21])=[CH:18][C:17]=1[O:38][CH:39]([CH3:41])[CH3:40]. The catalyst is CN(C)C=O.C1C=CC([P]([Pd]([P](C2C=CC=CC=2)(C2C=CC=CC=2)C2C=CC=CC=2)([P](C2C=CC=CC=2)(C2C=CC=CC=2)C2C=CC=CC=2)[P](C2C=CC=CC=2)(C2C=CC=CC=2)C2C=CC=CC=2)(C2C=CC=CC=2)C2C=CC=CC=2)=CC=1.[Cu]I. The product is [CH:3]1([C:1]#[C:2][C:16]2[CH:37]=[CH:36][C:19]([C:20]([NH:22][S:23]([C:26]3[CH:31]=[CH:30][CH:29]=[CH:28][C:27]=3[S:32](=[O:34])(=[O:35])[NH2:33])(=[O:24])=[O:25])=[O:21])=[CH:18][C:17]=2[O:38][CH:39]([CH3:41])[CH3:40])[CH2:7][CH2:6][CH2:5][CH2:4]1. The yield is 0.110. (7) The product is [NH2:30][C:17]1[C:18]([CH2:20][S:21]([C:24]2[CH:25]=[CH:26][CH:27]=[CH:28][CH:29]=2)(=[O:23])=[O:22])=[N:19][C:14]([N:11]2[CH2:10][CH2:9][N:8]([CH2:1][C:2]3[CH:3]=[CH:4][CH:5]=[CH:6][CH:7]=3)[CH2:13][CH2:12]2)=[CH:15][CH:16]=1. The catalyst is CO. The yield is 0.870. The reactants are [CH2:1]([N:8]1[CH2:13][CH2:12][N:11]([C:14]2[N:19]=[C:18]([CH2:20][S:21]([C:24]3[CH:29]=[CH:28][CH:27]=[CH:26][CH:25]=3)(=[O:23])=[O:22])[C:17]([N+:30]([O-])=O)=[CH:16][CH:15]=2)[CH2:10][CH2:9]1)[C:2]1[CH:7]=[CH:6][CH:5]=[CH:4][CH:3]=1.[Sn].Cl.C([O-])(O)=O.[Na+]. (8) The reactants are [C:1]([C:5]1[CH:9]=[C:8]([NH:10][C:11]([NH:13][C:14]2[CH:19]=[CH:18][CH:17]=[C:16]([Cl:20])[C:15]=2[Cl:21])=[O:12])[N:7]([C:22]2[CH:31]=[C:30]3[C:25]([CH2:26][CH2:27][NH:28][C:29]3=O)=[CH:24][CH:23]=2)[N:6]=1)([CH3:4])([CH3:3])[CH3:2].[H-].[H-].[H-].[H-].[Li+].[Al+3]. The catalyst is C1COCC1. The product is [C:1]([C:5]1[CH:9]=[C:8]([NH:10][C:11]([NH:13][C:14]2[CH:19]=[CH:18][CH:17]=[C:16]([Cl:20])[C:15]=2[Cl:21])=[O:12])[N:7]([C:22]2[CH:31]=[C:30]3[C:25]([CH2:26][CH2:27][NH:28][CH2:29]3)=[CH:24][CH:23]=2)[N:6]=1)([CH3:4])([CH3:2])[CH3:3]. The yield is 0.700. (9) The reactants are [F:1][C:2]([F:31])([F:30])[C:3]1[CH:29]=[CH:28][CH:27]=[CH:26][C:4]=1[C:5]([C:7]1[N:11]2[CH:12]=[CH:13][CH:14]=[CH:15][C:10]2=[C:9]([C:16]2[CH:25]=[CH:24][C:19]([C:20]([O:22]C)=[O:21])=[CH:18][CH:17]=2)[N:8]=1)=[O:6].[Li+].[OH-]. The catalyst is C1COCC1.O. The product is [F:31][C:2]([F:1])([F:30])[C:3]1[CH:29]=[CH:28][CH:27]=[CH:26][C:4]=1[C:5]([C:7]1[N:11]2[CH:12]=[CH:13][CH:14]=[CH:15][C:10]2=[C:9]([C:16]2[CH:25]=[CH:24][C:19]([C:20]([OH:22])=[O:21])=[CH:18][CH:17]=2)[N:8]=1)=[O:6]. The yield is 0.449.